Dataset: Forward reaction prediction with 1.9M reactions from USPTO patents (1976-2016). Task: Predict the product of the given reaction. (1) The product is: [CH3:20][C:15]1[C:14]([C:8]2[CH:7]=[C:6]3[C:11]([C:2]([NH:24][CH2:25][C:26]4[CH:31]=[CH:30][CH:29]=[CH:28][N:27]=4)=[C:3]([C:21]([NH2:23])=[O:22])[CH:4]=[N:5]3)=[CH:10][C:9]=2[O:12][CH3:13])=[C:18]([CH3:19])[O:17][N:16]=1. Given the reactants Cl[C:2]1[C:11]2[C:6](=[CH:7][C:8]([C:14]3[C:15]([CH3:20])=[N:16][O:17][C:18]=3[CH3:19])=[C:9]([O:12][CH3:13])[CH:10]=2)[N:5]=[CH:4][C:3]=1[C:21]([NH2:23])=[O:22].[NH2:24][CH2:25][C:26]1[CH:31]=[CH:30][CH:29]=[CH:28][N:27]=1, predict the reaction product. (2) Given the reactants [H-].[H-].[H-].[H-].[Li+].[Al+3].[CH3:7][CH:8]([CH2:32][CH2:33][CH2:34][CH:35]([CH3:37])[CH3:36])[CH2:9][CH2:10][O:11][C:12]1[CH:13]=[C:14]([C:18]2[CH:27]=[C:26]([C:28](OC)=[O:29])[CH:25]=[CH:24][C:19]=2[C:20](OC)=[O:21])[CH:15]=[CH:16][CH:17]=1, predict the reaction product. The product is: [OH:21][CH2:20][C:19]1[CH:24]=[CH:25][C:26]([CH2:28][OH:29])=[CH:27][C:18]=1[C:14]1[CH:15]=[CH:16][CH:17]=[C:12]([O:11][CH2:10][CH2:9][CH:8]([CH3:7])[CH2:32][CH2:33][CH2:34][CH:35]([CH3:37])[CH3:36])[CH:13]=1. (3) Given the reactants ON=[CH:3][C:4]([NH:6][C:7]1[CH:15]=[CH:14][CH:13]=[C:12]2[C:8]=1[CH2:9][CH2:10][CH2:11]2)=[O:5].CS(O)(=O)=[O:18], predict the reaction product. The product is: [NH:6]1[C:7]2[C:15](=[CH:14][CH:13]=[C:12]3[C:8]=2[CH2:9][CH2:10][CH2:11]3)[C:3](=[O:18])[C:4]1=[O:5]. (4) Given the reactants [C:1]([C:4]1[CH:5]=[C:6]2[C:10](=[CH:11][C:12]=1[CH2:13][CH3:14])[CH2:9][C:8]([NH:16][C:17](=[O:24])[C:18]1[CH:23]=[CH:22][CH:21]=[CH:20][CH:19]=1)([CH3:15])[CH2:7]2)(=O)[CH3:2].C(C1C=C2C(=CC=1)CC(NC(=O)C1C=CC=CC=1)(C)C2)C, predict the reaction product. The product is: [CH2:13]([C:12]1[CH:11]=[C:10]2[C:6](=[CH:5][C:4]=1[CH2:1][CH3:2])[CH2:7][C:8]([NH:16][C:17](=[O:24])[C:18]1[CH:23]=[CH:22][CH:21]=[CH:20][CH:19]=1)([CH3:15])[CH2:9]2)[CH3:14]. (5) Given the reactants [CH:1]([N:5]1[CH:9]=[CH:8][C:7]([C:10]2[S:11][CH:12]=[C:13]([CH3:15])[CH:14]=2)=[N:6]1)([CH2:3][CH3:4])[CH3:2].[I:16]N1C(=O)CCC1=O.S([O-])([O-])(=O)=S.[Na+].[Na+].C(=O)([O-])[O-].[Na+].[Na+], predict the reaction product. The product is: [CH:1]([N:5]1[CH:9]=[C:8]([I:16])[C:7]([C:10]2[S:11][CH:12]=[C:13]([CH3:15])[CH:14]=2)=[N:6]1)([CH2:3][CH3:4])[CH3:2]. (6) The product is: [Cl:11][C:12]1[CH:17]=[CH:16][CH:15]=[CH:14][C:13]=1[C:2]1[CH:7]=[CH:6][CH:5]=[CH:4][C:3]=1[CH2:8][C:9]#[N:10]. Given the reactants Br[C:2]1[CH:7]=[CH:6][CH:5]=[CH:4][C:3]=1[CH2:8][C:9]#[N:10].[Cl:11][C:12]1[CH:17]=[CH:16][CH:15]=[CH:14][C:13]=1B(O)O.C([O-])([O-])=O.[Na+].[Na+].C1(P(C2C=CC=CC=2)C2C=CC=CC=2)C=CC=CC=1, predict the reaction product. (7) Given the reactants [S-2].[Na+].[Na+].Cl.N[C:6](N)=[S:7].N.SC[CH:12]([CH2:17][S:18][CH2:19][CH:20](CS)[S:21][CH2:22][CH2:23][SH:24])[S:13][CH2:14][CH2:15][SH:16].[SH:27][CH2:28]C(CSC(CS)CSCCS)SCCS.SCC(SC(CS)CSCCS)CSCCS, predict the reaction product. The product is: [SH:27][CH2:28][C:23]([CH2:6][SH:7])([SH:24])[CH2:22][S:21][CH2:20][CH2:19][S:18][CH2:17][CH2:12][S:13][CH2:14][CH2:15][SH:16]. (8) Given the reactants ClC1C([O:9][C:10]2[CH:17]=[C:16]([O:18][CH2:19][CH2:20][CH2:21][O:22][CH3:23])[CH:15]=[CH:14][C:11]=2[CH:12]=O)=NC=C(Cl)C=1.[CH3:24][O:25][CH2:26][C:27]([O:29][CH3:30])=[O:28].CC(C)([O-])C.[Na+].O, predict the reaction product. The product is: [OH:9][C:10]1[CH:17]=[C:16]([O:18][CH2:19][CH2:20][CH2:21][O:22][CH3:23])[CH:15]=[CH:14][C:11]=1/[CH:12]=[C:26](\[O:25][CH3:24])/[C:27]([O:29][CH3:30])=[O:28]. (9) Given the reactants [CH2:1]([S:8][CH2:9][C@H:10]([C:12]1[C:13]([CH3:24])=[N:14][O:15][C:16]=1[C:17]1[CH:22]=[CH:21][C:20](Br)=[CH:19][CH:18]=1)[OH:11])[C:2]1[CH:7]=[CH:6][CH:5]=[CH:4][CH:3]=1.[CH2:25]([O:27][C:28]([CH2:30][CH2:31][C:32]1[CH:37]=[CH:36][C:35](B(O)O)=[CH:34][CH:33]=1)=[O:29])[CH3:26], predict the reaction product. The product is: [CH2:25]([O:27][C:28](=[O:29])[CH2:30][CH2:31][C:32]1[CH:37]=[CH:36][C:35]([C:20]2[CH:21]=[CH:22][C:17]([C:16]3[O:15][N:14]=[C:13]([CH3:24])[C:12]=3[C@H:10]([OH:11])[CH2:9][S:8][CH2:1][C:2]3[CH:7]=[CH:6][CH:5]=[CH:4][CH:3]=3)=[CH:18][CH:19]=2)=[CH:34][CH:33]=1)[CH3:26].